Predict the reactants needed to synthesize the given product. From a dataset of Full USPTO retrosynthesis dataset with 1.9M reactions from patents (1976-2016). Given the product [C:7]([C:6]1[CH:9]=[C:2]([N:36]([C:17]2[C:16]([CH:13]3[CH2:15][CH2:14]3)=[CH:35][C:20]3[C:21]([C:31]([NH:33][CH3:34])=[O:32])=[C:22]([C:24]4[CH:29]=[CH:28][C:27]([F:30])=[CH:26][CH:25]=4)[O:23][C:19]=3[CH:18]=2)[S:37]([CH3:40])(=[O:38])=[O:39])[CH:3]=[CH:4][C:5]=1[N+:10]([O-:12])=[O:11])#[N:8], predict the reactants needed to synthesize it. The reactants are: F[C:2]1[CH:3]=[CH:4][C:5]([N+:10]([O-:12])=[O:11])=[C:6]([CH:9]=1)[C:7]#[N:8].[CH:13]1([C:16]2[C:17]([NH:36][S:37]([CH3:40])(=[O:39])=[O:38])=[CH:18][C:19]3[O:23][C:22]([C:24]4[CH:29]=[CH:28][C:27]([F:30])=[CH:26][CH:25]=4)=[C:21]([C:31]([NH:33][CH3:34])=[O:32])[C:20]=3[CH:35]=2)[CH2:15][CH2:14]1.C([O-])([O-])=O.[K+].[K+].